From a dataset of Forward reaction prediction with 1.9M reactions from USPTO patents (1976-2016). Predict the product of the given reaction. (1) Given the reactants [NH2:1][N:2]1[C:11](=[O:12])[C:10]2[C:5](=[C:6]([O:22][CH3:23])[C:7]([N:14]3[CH2:18][CH2:17][CH:16]([CH:19]([NH2:21])[CH3:20])[CH2:15]3)=[C:8]([F:13])[CH:9]=2)[N:4]([CH:24]2[CH2:26][CH2:25]2)[C:3]1=[O:27].C(N(CC)CC)C.[C:35](#[N:38])[CH:36]=[CH2:37], predict the reaction product. The product is: [NH2:1][N:2]1[C:11](=[O:12])[C:10]2[C:5](=[C:6]([O:22][CH3:23])[C:7]([N:14]3[CH2:18][CH2:17][CH:16]([CH:19]([NH:21][CH2:37][CH2:36][C:35]#[N:38])[CH3:20])[CH2:15]3)=[C:8]([F:13])[CH:9]=2)[N:4]([CH:24]2[CH2:26][CH2:25]2)[C:3]1=[O:27]. (2) Given the reactants [CH2:1]([NH:8][C:9](=O)[C:10]1[CH:15]=[CH:14][CH:13]=[CH:12][CH:11]=1)[C:2]1[CH:7]=[CH:6][CH:5]=[CH:4][CH:3]=1.C(Cl)[Cl:18], predict the reaction product. The product is: [C:10]1([C:9](=[N:8][CH2:1][C:2]2[CH:3]=[CH:4][CH:5]=[CH:6][CH:7]=2)[Cl:18])[CH:11]=[CH:12][CH:13]=[CH:14][CH:15]=1. (3) Given the reactants [O:1]1[CH2:6][CH2:5][CH:4]([CH2:7][CH2:8][CH2:9][OH:10])[CH2:3][CH2:2]1.CC(OI1(OC(C)=O)(OC(C)=O)OC(=O)C2C=CC=CC1=2)=O.CCOCC.C([O-])([O-])=O.[K+].[K+], predict the reaction product. The product is: [O:1]1[CH2:6][CH2:5][CH:4]([CH2:7][CH2:8][CH:9]=[O:10])[CH2:3][CH2:2]1.